Dataset: NCI-60 drug combinations with 297,098 pairs across 59 cell lines. Task: Regression. Given two drug SMILES strings and cell line genomic features, predict the synergy score measuring deviation from expected non-interaction effect. Drug 1: COC1=NC(=NC2=C1N=CN2C3C(C(C(O3)CO)O)O)N. Drug 2: C1CCC(C(C1)N)N.C(=O)(C(=O)[O-])[O-].[Pt+4]. Cell line: NCI-H522. Synergy scores: CSS=15.1, Synergy_ZIP=0.722, Synergy_Bliss=2.06, Synergy_Loewe=-14.9, Synergy_HSA=-2.52.